This data is from Reaction yield outcomes from USPTO patents with 853,638 reactions. The task is: Predict the reaction yield, written as a fraction of the theoretical maximum amount of product (1.0 means a 100% yield; for example, 0.34 means a 34% yield). (1) The reactants are Cl.Cl.[Cl:3][C:4]1[CH:5]=[CH:6][N:7]=[C:8]2[C:13]=1[N:12]=[C:11]([OH:14])[CH:10]=[CH:9]2.C(=O)([O-])[O-].[K+].[K+].C1C=CC(N([S:28]([C:31]([F:34])([F:33])[F:32])(=[O:30])=[O:29])[S:28]([C:31]([F:34])([F:33])[F:32])(=[O:30])=[O:29])=CC=1. The catalyst is CN(C)C=O. The product is [F:32][C:31]([F:34])([F:33])[S:28]([O:14][C:11]1[CH:10]=[CH:9][C:8]2[C:13](=[C:4]([Cl:3])[CH:5]=[CH:6][N:7]=2)[N:12]=1)(=[O:30])=[O:29]. The yield is 0.580. (2) The reactants are [CH2:1]([O:8][C:9]1[CH:18]=[C:17]2[C:12]([C:13](Cl)=[CH:14][CH:15]=[N:16]2)=[CH:11][C:10]=1[C:20]#[N:21])[C:2]1[CH:7]=[CH:6][CH:5]=[CH:4][CH:3]=1.[OH:22][C:23]1[CH:24]=[C:25]2[C:29](=[CH:30][CH:31]=1)[NH:28][CH:27]=[CH:26]2.C(N(C(C)C)CC)(C)C.O. The catalyst is CN1CCCC1=O.O1CCCC1. The product is [CH2:1]([O:8][C:9]1[CH:18]=[C:17]2[C:12]([C:13]([O:22][C:23]3[CH:24]=[C:25]4[C:29](=[CH:30][CH:31]=3)[NH:28][CH:27]=[CH:26]4)=[CH:14][CH:15]=[N:16]2)=[CH:11][C:10]=1[C:20]#[N:21])[C:2]1[CH:7]=[CH:6][CH:5]=[CH:4][CH:3]=1. The yield is 0.409. (3) The reactants are [CH3:1][N:2]([C:8]1[CH:13]=[CH:12][C:11]([N+:14]([O-:16])=[O:15])=[CH:10][CH:9]=1)[CH2:3][CH2:4][C:5](Cl)=[O:6].C(N(CC)CC)C.[CH3:24][C:25]1[CH:30]=[C:29]([CH3:31])[N:28]=[C:27]([NH:32][CH3:33])[CH:26]=1. The catalyst is ClCCl. The product is [CH3:24][C:25]1[CH:30]=[C:29]([CH3:31])[N:28]=[C:27]([N:32]([CH3:33])[C:5](=[O:6])[CH2:4][CH2:3][N:2]([CH3:1])[C:8]2[CH:13]=[CH:12][C:11]([N+:14]([O-:16])=[O:15])=[CH:10][CH:9]=2)[CH:26]=1. The yield is 0.430. (4) The reactants are [CH3:1][C:2]1([CH3:14])[O:7][CH2:6][C:5]2=[CH:8][C:9]([N+:11]([O-])=O)=[N:10][N:4]2[CH2:3]1. The catalyst is [Pd].CO. The product is [CH3:1][C:2]1([CH3:14])[O:7][CH2:6][C:5]2=[CH:8][C:9]([NH2:11])=[N:10][N:4]2[CH2:3]1. The yield is 0.930. (5) The reactants are Cl[C:2]1[C:3]2[CH:10]=[C:9]([C:11]3[CH:16]=[CH:15][CH:14]=[CH:13][CH:12]=3)[NH:8][C:4]=2[N:5]=[CH:6][N:7]=1.[CH3:17][NH:18][CH:19]1[CH2:24][CH2:23][CH2:22][CH2:21][CH2:20]1. No catalyst specified. The product is [CH:19]1([N:18]([CH3:17])[C:2]2[C:3]3[CH:10]=[C:9]([C:11]4[CH:16]=[CH:15][CH:14]=[CH:13][CH:12]=4)[NH:8][C:4]=3[N:5]=[CH:6][N:7]=2)[CH2:24][CH2:23][CH2:22][CH2:21][CH2:20]1. The yield is 0.100. (6) The reactants are [O:1]1[CH2:5][CH2:4][C@H:3]([CH2:6][CH2:7][OH:8])[CH2:2]1.C(N(CC)CC)C.[CH3:16][S:17](Cl)(=[O:19])=[O:18]. The catalyst is C1COCC1.C(OCC)(=O)C. The product is [CH3:16][S:17]([O:8][CH2:7][CH2:6][C@H:3]1[CH2:4][CH2:5][O:1][CH2:2]1)(=[O:19])=[O:18]. The yield is 1.00.